From a dataset of Catalyst prediction with 721,799 reactions and 888 catalyst types from USPTO. Predict which catalyst facilitates the given reaction. (1) Reactant: [BH4-].[Li+].C([O:7][C:8]([C@:10]1([CH2:24][CH:25]=[CH2:26])[CH2:14][C:13](=[O:15])[N:12]([C@@H:16]([C:18]2[CH:23]=[CH:22][CH:21]=[CH:20][CH:19]=2)[CH3:17])[CH2:11]1)=O)(C)(C)C.C(O)C.[Cl-].[NH4+]. Product: [CH2:24]([C@:10]1([CH2:8][OH:7])[CH2:11][N:12]([C@@H:16]([C:18]2[CH:19]=[CH:20][CH:21]=[CH:22][CH:23]=2)[CH3:17])[C:13](=[O:15])[CH2:14]1)[CH:25]=[CH2:26]. The catalyst class is: 7. (2) The catalyst class is: 6. Product: [Br:11][C:12]1[CH:18]=[CH:17][C:15]([NH:16][C:2]2[CH:7]=[CH:6][CH:5]=[CH:4][C:3]=2[N+:8]([O-:10])=[O:9])=[CH:14][C:13]=1[CH3:19]. Reactant: F[C:2]1[CH:7]=[CH:6][CH:5]=[CH:4][C:3]=1[N+:8]([O-:10])=[O:9].[Br:11][C:12]1[CH:18]=[CH:17][C:15]([NH2:16])=[CH:14][C:13]=1[CH3:19].C(N(CC)CC)C.Cl. (3) Reactant: [CH:1]([CH:3]=[CH2:4])=[O:2].[F:5][C:6]1[CH:11]=[CH:10][C:9]([C:12]2[C:20]3[C:15](=[CH:16][CH:17]=[CH:18][CH:19]=3)[N:14]([CH:21]([CH3:23])[CH3:22])[CH:13]=2)=[CH:8][CH:7]=1.O. Product: [F:5][C:6]1[CH:11]=[CH:10][C:9]([C:12]2[C:20]3[C:15](=[CH:16][CH:17]=[CH:18][CH:19]=3)[N:14]([CH:21]([CH3:23])[CH3:22])[C:13]=2[CH:4]=[CH:3][CH:1]=[O:2])=[CH:8][CH:7]=1. The catalyst class is: 10. (4) Reactant: [CH3:1][O:2][C:3]1[CH:8]=[CH:7][CH:6]=[CH:5][C:4]=1[S:9]([N:12]([CH3:31])[C:13]1[CH:14]=[CH:15][CH:16]=[C:17]2[C:21]=1[NH:20][C:19]([C:22]1[S:23][CH:24]([CH2:27][C:28]([OH:30])=[O:29])[CH2:25][N:26]=1)=[CH:18]2)(=[O:11])=[O:10].C[N:33](C)[CH:34]=[O:35].Cl.CN(C)CCCN=C=NCC. Product: [C:28]([O-:30])(=[O:29])[CH3:27].[CH3:7][CH2:8][CH2:3][CH2:4][CH2:5][CH3:6].[CH3:1][O:2][C:3]1[CH:8]=[CH:7][CH:6]=[CH:5][C:4]=1[S:9]([N:12]([CH3:31])[C:13]1[CH:14]=[CH:15][CH:16]=[C:17]2[C:21]=1[NH:20][C:19]([C:22]1[S:23][CH:24]([CH2:27][C:34]([NH2:33])=[O:35])[CH2:25][N:26]=1)=[CH:18]2)(=[O:10])=[O:11]. The catalyst class is: 13. (5) Reactant: [CH3:1][N:2]1[C:7](=[O:8])[CH:6]=[C:5]([N:9]2[CH2:14][CH2:13][O:12][CH2:11][CH2:10]2)[N:4]=[C:3]1[CH2:15][C:16]([O-:18])=O.[Na+].Cl.[CH3:21][C:22]1[CH:30]=[CH:29][CH:28]=[C:27]2[C:23]=1[CH2:24][CH2:25][NH:26]2.Cl.CN(C)CCCN=C=NCC. Product: [CH3:1][N:2]1[C:7](=[O:8])[CH:6]=[C:5]([N:9]2[CH2:10][CH2:11][O:12][CH2:13][CH2:14]2)[N:4]=[C:3]1[CH2:15][C:16]([N:26]1[C:27]2[C:23](=[C:22]([CH3:21])[CH:30]=[CH:29][CH:28]=2)[CH2:24][CH2:25]1)=[O:18]. The catalyst class is: 672.